Dataset: Forward reaction prediction with 1.9M reactions from USPTO patents (1976-2016). Task: Predict the product of the given reaction. (1) Given the reactants [Br:1][C:2]1[C:6]([CH3:7])=[C:5]([NH2:8])[N:4]([C:9]2[CH:14]=[CH:13][CH:12]=[CH:11][CH:10]=2)[N:3]=1.[OH-].[Na+].Cl[C:18]([O:20][C:21]1[CH:26]=[CH:25][CH:24]=[CH:23][CH:22]=1)=[O:19], predict the reaction product. The product is: [Br:1][C:2]1[C:6]([CH3:7])=[C:5]([NH:8][C:18](=[O:19])[O:20][C:21]2[CH:26]=[CH:25][CH:24]=[CH:23][CH:22]=2)[N:4]([C:9]2[CH:10]=[CH:11][CH:12]=[CH:13][CH:14]=2)[N:3]=1. (2) The product is: [C:8]1([N:14]2[CH2:20][CH2:19][CH2:18][NH:17][CH2:16][CH2:15]2)[CH:13]=[CH:12][CH:11]=[CH:10][CH:9]=1. Given the reactants Cl.O1CCOCC1.[C:8]1([N:14]2[CH2:20][CH2:19][CH2:18][N:17](C(OC(C)(C)C)=O)[CH2:16][CH2:15]2)[CH:13]=[CH:12][CH:11]=[CH:10][CH:9]=1, predict the reaction product. (3) Given the reactants [NH2:1][C:2]1[CH:3]=[CH:4][C:5]([CH:9]2[CH2:14][CH2:13][N:12]([C:15]([O:17][C:18]([CH3:21])([CH3:20])[CH3:19])=[O:16])[CH2:11][CH2:10]2)=[N:6][C:7]=1[NH2:8].[CH2:22]([O:29][C:30]1[CH:37]=[CH:36][C:33]([CH:34]=O)=[CH:32][CH:31]=1)[C:23]1[CH:28]=[CH:27][CH:26]=[CH:25][CH:24]=1.O.C(OI(C1C=CC=CC=1)OC(=O)C)(=O)C, predict the reaction product. The product is: [CH2:22]([O:29][C:30]1[CH:31]=[CH:32][C:33]([C:34]2[NH:8][C:7]3=[N:6][C:5]([CH:9]4[CH2:14][CH2:13][N:12]([C:15]([O:17][C:18]([CH3:21])([CH3:20])[CH3:19])=[O:16])[CH2:11][CH2:10]4)=[CH:4][CH:3]=[C:2]3[N:1]=2)=[CH:36][CH:37]=1)[C:23]1[CH:24]=[CH:25][CH:26]=[CH:27][CH:28]=1. (4) Given the reactants [NH2:1][C:2]1[C:7]([OH:8])=[CH:6][C:5]([Br:9])=[CH:4][N:3]=1.[C:10]1(C)C=CC(S(O)(=O)=O)=CC=1, predict the reaction product. The product is: [Br:9][C:5]1[CH:6]=[C:7]2[O:8][CH:10]=[N:1][C:2]2=[N:3][CH:4]=1.